From a dataset of Experimentally validated miRNA-target interactions with 360,000+ pairs, plus equal number of negative samples. Binary Classification. Given a miRNA mature sequence and a target amino acid sequence, predict their likelihood of interaction. (1) The protein sequence of the target gene is MERKGSAAGAKGNPSPPAAGEGQRPPPPLCVPGGGGGAPARGQVGAAAEPAELIRRAHEFKSQGAQCYKDKKFREAIGKYHRALLELKGLLPPPGERERDSRPASPAGALKPGRLSEEQSKTVEAIEIDCYNSLAACLLQAELVNYERVKEYCLKVLKKEGENFKALYRSGVAFYHLGDYDKALYYLKEARTQQPTDTNVIRYIQLTEMKLSRCSQREKEAM. The miRNA is hsa-miR-20b-5p with sequence CAAAGUGCUCAUAGUGCAGGUAG. Result: 1 (interaction). (2) The miRNA is hsa-miR-3652 with sequence CGGCUGGAGGUGUGAGGA. The protein sequence of the target gene is MDALESLLDEVALEGLDGLCLPALWSRLETRVPPFPLPLEPCTQEFLWRALATHPGISFYEEPRERPDLQLQDRYEEIDLETGILESRRDPVALEDVYPIHMILENKDGIQGSCRYFKERKNITNDIRTKSLQPRCTMVEAFDRWGKKLIIVASQAMRYRALIGQEGDPDLKLPDFSYCILERLGRSRWQGELQRDLHTTAFKVDAGKLHYHRKILNKNGLITMQSHVIRLPTGAQQHSILLLLNRFHVDRRSKYDILMEKLSVMLSTRTNHIETLGKLREELGLCERTFKRLYQYMLNA.... Result: 1 (interaction). (3) The miRNA is hsa-miR-4771 with sequence AGCAGACUUGACCUACAAUUA. The protein sequence of the target gene is MEREPSASEAAPAAAALFAWGANSYGQLGLGHKEDVLLPQQLNDFCKPRSVRRITGGGGHSAVVTDGGDLFVCGLNKDGQLGLGHTEDIPYFTPCKSLFGCPIQQVACGWDFTIMLTENGQVLSCGSNSFGQLGVPHGPRRCVVPQAIELHKEKVVCIAAGLRHAVAATASGIVFQWGTGLASCGRRLCPGQTLPLFFTAKEPSRVTGLENSKAMCVLAGSDHSASLTDAGEVYVWGSNKHGQLANEAAFLPVPQKIEAHCFQNEKVTAIWSGWTHLVAQTETGKMFTWGRADYGQLGRK.... Result: 0 (no interaction). (4) The miRNA is hsa-miR-1183 with sequence CACUGUAGGUGAUGGUGAGAGUGGGCA. The protein sequence of the target gene is MSATRAKKVKMATKSCPECDQQIPVACKSCPCGYIFISRKLLNAKHSEKSPPSTENKHEAKRRRTERVRREKINSTVNKDLENRKRSRSNSHSDHIRRGRGRPKSSSAKKHEEEREKQEKEIDIYANLSDEKAFVFSVALAEINRKIINQRLIL. Result: 0 (no interaction). (5) The miRNA is hsa-miR-6828-5p with sequence AGGAAGCAAGAGAACCCUGUGG. The protein sequence of the target gene is MARLRDCLPRLMLTLRSLLFWSLVYCYCGLCASIHLLKLLWSLGKGPAQTFRRPAREHPPACLSDPSLGTHCYVRIKDSGLRFHYVAAGERGKPLMLLLHGFPEFWYSWRYQLREFKSEYRVVALDLRGYGETDAPIHRQNYKLDCLITDIKDILDSLGYSKCVLIGHDWGGMIAWLIAICYPEMVMKLIVINFPHPNVFTEYILRHPAQLLKSSYYYFFQIPWFPEFMFSINDFKVLKHLFTSHSTGIGRKGCQLTTEDLEAYIYVFSQPGALSGPINHYRNIFSCLPLKHHMVTTPTL.... Result: 1 (interaction). (6) The miRNA is hsa-miR-6787-5p with sequence UGGCGGGGGUAGAGCUGGCUGC. The protein sequence of the target gene is MHNFEEELTCPICYSIFEDPRVLPCSHTFCRNCLENILQASGNFYIWRPLRIPLKCPNCRSITEIAPTGIESLPVNFALRAIIEKYQQEDHPDIVTCPEHYRQPLNVYCLLDKKLVCGHCLTIGQHHGHPIDDLQSAYLKEKDTPQKLLEQLTDTHWTDLTHLIEKLKEQKSHSEKMIQGDKEAVLQYFKELNDTLEQKKKSFLTALCDVGNLINQEYTPQIERMKEIREQQLELMALTISLQEESPLKFLEKVDDVRQHVQILKQRPLPEVQPVEIYPRVSKILKEEWSRTEIGQIKNV.... Result: 1 (interaction). (7) The miRNA is mmu-miR-24-3p with sequence UGGCUCAGUUCAGCAGGAACAG. The protein sequence of the target gene is MSGGRFDFDDGGAYCGGWEGGKAHGHGLCTGPKGQGEYSGSWNFGFEVAGVYTWPSGNTFEGYWSQGKRHGLGIETKGRWLYKGEWTHGFKGRYGIRQSTNSGAKYEGTWNNGLQDGYGTETYADGGTYQGQFTNGMRHGYGVRQSVPYGMAVVVRSPLRTSLSSLRSEHSNGTVAPDSPAADGPMLPSPPVPRGGFALTLLATAEAARPQGLFTRGTLLGRLRRSESRTSLGSQRSRLSFLKSELSSGASDAASTGSLAEGAEGPDDAAAPFDADIDATTTETYMGEWKNDKRSGFGVS.... Result: 1 (interaction). (8) The miRNA is hsa-miR-625-3p with sequence GACUAUAGAACUUUCCCCCUCA. The protein sequence of the target gene is MAAVQAPGEKINILAGETAKVGDPQKNEWPEQDRLPERSWRHKCASYVLALRPWSFSASLTPVALGSALAYRSQGVLDPRLLLGCAVAVLAVHGAGNLVNTYYDFSKGIDHKKSDDRTLVDRILEPQDVVRFGVFLYTLGCVCAACLYYLSALKLEHLALIYFGGLSGSFLYTGGIGFKYVALGDLVILITFGPLAVMFAYAVQVGSLAIFPLIYAIPLALSTEAILHSNNTRDMESDREAGIVTLAILIGPTFSYVLYNTLLFVPYLIFTILATHCSISLALPLLTIPMAFSLERQFRS.... Result: 0 (no interaction). (9) The miRNA is hsa-miR-3714 with sequence GAAGGCAGCAGUGCUCCCCUGU. The protein sequence of the target gene is MAGAGRGAAVSRVQAGPGSPRRARGRQQVQPLGKQRPAPWPGLRSKEKKKVNCKPKNQDEQEIPFRLREIMRSRQEMKNPISNKKRKKAAQVTFRKTLEKEAKGEEPDIAVPKFKQRKGESDGAYIHRMQQEAQHVLFLSKNQAIRQPEVQAAPKEKSEQKKAKKAFQKRRLDKVRRKKEEKAADRLEQELLRDTVKFGEVVLQPPELTARPQRSVSKDQPGRRSQMLRMLLSPGGVSQPLTASLARQRIVEEERERAVQAYRALKQRQQQLHGERPHLTSRKKPEPQL. Result: 1 (interaction). (10) The miRNA is hsa-miR-155-5p with sequence UUAAUGCUAAUCGUGAUAGGGGUU. The protein sequence of the target gene is MSDLRITEAFLYMDYLCFRALCCKGPPPARPEYDLVCIGLTGSGKTSLLSKLCSESPDNVVSTTGFSIKAVPFQNAILNVKELGGADNIRKYWSRYYQGSQGVIFVLDSASSEDDLEAARNELHSALQHPQLCTLPFLILANHQDKPAARSVQEIKKYFELEPLARGKRWILQPCSLDDMDALKDSFSQLINLLEEKDHEAVRM. Result: 1 (interaction).